Dataset: Full USPTO retrosynthesis dataset with 1.9M reactions from patents (1976-2016). Task: Predict the reactants needed to synthesize the given product. (1) The reactants are: [CH3:1][C:2]([CH3:19])([CH3:18])[C:3]([NH:5][C:6]1[CH:11]=[CH:10][CH:9]=[CH:8][C:7]=1[C:12]1[N:17]=[CH:16][CH:15]=[CH:14][N:13]=1)=[O:4].[Br:20]Br. Given the product [Br:20][C:9]1[CH:10]=[CH:11][C:6]([NH:5][C:3](=[O:4])[C:2]([CH3:19])([CH3:18])[CH3:1])=[C:7]([C:12]2[N:13]=[CH:14][CH:15]=[CH:16][N:17]=2)[CH:8]=1, predict the reactants needed to synthesize it. (2) Given the product [Cl:1][C:2]1[CH:3]=[C:4]([NH:9][C:10]2[C:19]3[C:14](=[CH:15][C:16]([O:23][CH2:24][C:25]4([CH3:29])[CH2:28][O:27][CH2:26]4)=[C:17]([NH2:20])[CH:18]=3)[N:13]=[CH:12][N:11]=2)[CH:5]=[CH:6][C:7]=1[F:8], predict the reactants needed to synthesize it. The reactants are: [Cl:1][C:2]1[CH:3]=[C:4]([NH:9][C:10]2[C:19]3[C:14](=[CH:15][C:16]([O:23][CH2:24][C:25]4([CH3:29])[CH2:28][O:27][CH2:26]4)=[C:17]([N+:20]([O-])=O)[CH:18]=3)[N:13]=[CH:12][N:11]=2)[CH:5]=[CH:6][C:7]=1[F:8].Cl.[OH-].[Na+]. (3) The reactants are: [CH2:1]([O:3][C:4]([CH2:6][CH2:7][CH2:8][N:9]1[C:13](/[CH:14]=[C:15]2\[CH2:16][N:17]([C:22]([C:35]3[CH:40]=[CH:39][CH:38]=[CH:37][CH:36]=3)([C:29]3[CH:34]=[CH:33][CH:32]=[CH:31][CH:30]=3)[C:23]3[CH:28]=[CH:27][CH:26]=[CH:25][CH:24]=3)[CH2:18][CH2:19][C:20]\2=[O:21])=[CH:12][N:11]=[N:10]1)=[O:5])[CH3:2].ClCCl.[BH4-].[Na+].[Cl-].[NH4+]. Given the product [CH2:1]([O:3][C:4]([CH2:6][CH2:7][CH2:8][N:9]1[C:13](/[CH:14]=[C:15]2\[CH2:16][N:17]([C:22]([C:35]3[CH:36]=[CH:37][CH:38]=[CH:39][CH:40]=3)([C:29]3[CH:30]=[CH:31][CH:32]=[CH:33][CH:34]=3)[C:23]3[CH:24]=[CH:25][CH:26]=[CH:27][CH:28]=3)[CH2:18][CH2:19][CH:20]\2[OH:21])=[CH:12][N:11]=[N:10]1)=[O:5])[CH3:2], predict the reactants needed to synthesize it.